From a dataset of Reaction yield outcomes from USPTO patents with 853,638 reactions. Predict the reaction yield, written as a fraction of the theoretical maximum amount of product (1.0 means a 100% yield; for example, 0.34 means a 34% yield). (1) The reactants are O=[C:2]1[C:10]2[C:5](=[CH:6][C:7]([C:11]([OH:13])=[O:12])=[CH:8][CH:9]=2)[C:4](=[O:14])[O:3]1.Cl.[NH2:16][CH:17]1[CH2:22][CH2:21][C:20](=[O:23])[NH:19][C:18]1=[O:24].C(O)(=O)C. The catalyst is CN(C=O)C. The product is [O:24]=[C:18]1[CH:17]([N:16]2[C:4](=[O:14])[C:5]3[C:10](=[CH:9][CH:8]=[C:7]([C:11]([OH:13])=[O:12])[CH:6]=3)[C:2]2=[O:3])[CH2:22][CH2:21][C:20](=[O:23])[NH:19]1. The yield is 0.280. (2) The reactants are FC1C=C(C2CCN([CH2:14][CH2:15][N:16]3[C@H:21]4[CH2:22][CH2:23][C@@H:17]3[CH2:18][CH:19]([N:24]3[C:28]5[CH:29]=[CH:30][CH:31]=[CH:32][C:27]=5[N:26]=[C:25]3[CH3:33])[CH2:20]4)CC2)C=CC=1.[Cl:34][C:35]1[CH:43]=[C:42]([F:44])[C:41]([S:45]([NH:48][CH2:49][CH2:50][CH3:51])(=[O:47])=[O:46])=[CH:40][C:36]=1[C:37]([OH:39])=O.CN(C(ON1N=N[C:62]2[CH:63]=[CH:64][CH:65]=[N:66][C:61]1=2)=[N+](C)C)C.F[P-](F)(F)(F)(F)F. No catalyst specified. The product is [Cl:34][C:35]1[C:36]([C:37]([N:66]2[CH2:65][CH2:64][C:63]([C:40]3[CH:36]=[CH:35][CH:43]=[C:42]([F:44])[CH:41]=3)([CH2:14][CH2:15][N:16]3[C@H:17]4[CH2:23][CH2:22][C@@H:21]3[CH2:20][CH:19]([N:24]3[C:28]5[CH:29]=[CH:30][CH:31]=[CH:32][C:27]=5[N:26]=[C:25]3[CH3:33])[CH2:18]4)[CH2:62][CH2:61]2)=[O:39])=[CH:40][C:41]([S:45]([NH:48][CH2:49][CH2:50][CH3:51])(=[O:47])=[O:46])=[C:42]([F:44])[CH:43]=1. The yield is 0.400. (3) The product is [ClH:41].[C:1]([N:4]1[C:13]2[C:8](=[CH:9][C:10]([C:14]3[CH:15]=[CH:16][C:17]([C:20](=[O:21])[NH:22][CH2:23][CH2:24][NH2:25])=[CH:18][CH:19]=3)=[CH:11][CH:12]=2)[C@H:7]([NH:33][C:34](=[O:39])[O:35][CH:36]([CH3:37])[CH3:38])[CH2:6][C@@H:5]1[CH3:40])(=[O:3])[CH3:2]. The catalyst is O1CCOCC1. The reactants are [C:1]([N:4]1[C:13]2[C:8](=[CH:9][C:10]([C:14]3[CH:19]=[CH:18][C:17]([C:20]([NH:22][CH2:23][CH2:24][NH:25]C(OC(C)(C)C)=O)=[O:21])=[CH:16][CH:15]=3)=[CH:11][CH:12]=2)[C@H:7]([NH:33][C:34](=[O:39])[O:35][CH:36]([CH3:38])[CH3:37])[CH2:6][C@@H:5]1[CH3:40])(=[O:3])[CH3:2].[ClH:41]. The yield is 0.850. (4) The reactants are [C:1]([OH:13])(=O)/[CH:2]=[CH:3]/[CH:4]=[CH:5]/[CH2:6][CH2:7][C:8]#[C:9][C:10]#[CH:11].Cl.C(N=C=NCCCN(C)C)C.O.N1(O)C2C=CC=CC=2N=N1.[C:37]1([CH2:43][CH2:44][NH2:45])[CH:42]=[CH:41][CH:40]=[CH:39][CH:38]=1. The catalyst is CN(C)C=O.O.C(N(CC)CC)C. The product is [CH2:44]([NH:45][C:1](=[O:13])/[CH:2]=[CH:3]/[CH:4]=[CH:5]/[CH2:6][CH2:7][C:8]#[C:9][C:10]#[CH:11])[CH2:43][C:37]1[CH:42]=[CH:41][CH:40]=[CH:39][CH:38]=1. The yield is 0.251.